This data is from Reaction yield outcomes from USPTO patents with 853,638 reactions. The task is: Predict the reaction yield, written as a fraction of the theoretical maximum amount of product (1.0 means a 100% yield; for example, 0.34 means a 34% yield). (1) The reactants are [O:1]=[C:2]1[CH2:7][N:6]([CH2:8][CH2:9][C:10]2[CH:15]=[CH:14][CH:13]=[CH:12][CH:11]=2)[CH2:5][CH2:4][N:3]1[C:16]1[CH:17]=[CH:18][C:19]2[C:20]3[CH2:28][N:27](C(OC(C)(C)C)=O)[CH2:26][CH2:25][C:21]=3[NH:22][C:23]=2[CH:24]=1.C1(N)C(F)=C(F)C(F)=C(N)C=1F.[ClH:48].Cl. No catalyst specified. The product is [ClH:48].[ClH:48].[CH2:8]([N:6]1[CH2:5][CH2:4][N:3]([C:16]2[CH:17]=[CH:18][C:19]3[C:20]4[CH2:28][NH:27][CH2:26][CH2:25][C:21]=4[NH:22][C:23]=3[CH:24]=2)[C:2](=[O:1])[CH2:7]1)[CH2:9][C:10]1[CH:11]=[CH:12][CH:13]=[CH:14][CH:15]=1. The yield is 0.730. (2) The catalyst is CCOC(C)=O.O1CCOCC1. The reactants are C(OC(=O)[NH:7][C@@H:8]([CH2:18][C:19]1[CH:24]=[CH:23][C:22]([O:25][CH2:26][C:27]#[CH:28])=[CH:21][CH:20]=1)[C:9]([NH:11][S:12]([CH:15]1[CH2:17][CH2:16]1)(=[O:14])=[O:13])=[O:10])(C)(C)C.Cl. The yield is 0.990. The product is [NH2:7][C@@H:8]([CH2:18][C:19]1[CH:20]=[CH:21][C:22]([O:25][CH2:26][C:27]#[CH:28])=[CH:23][CH:24]=1)[C:9]([NH:11][S:12]([CH:15]1[CH2:17][CH2:16]1)(=[O:14])=[O:13])=[O:10]. (3) The reactants are [NH2:1][C:2]1[CH:7]=[CH:6][CH:5]=[CH:4][N:3]=1.[F:8][C:9]([F:14])([F:13])[C:10](O)=[O:11].[Cl:15][C:16]1[CH:21]=[CH:20][C:19]([CH2:22]Cl)=[CH:18][N:17]=1.C(=O)([O-])[O-].[K+].[K+]. The catalyst is C1(C)C(C)=CC=CC=1.O.CO.CN(C)C=O. The product is [Cl:15][C:16]1[N:17]=[CH:18][C:19]([CH2:22][N:3]2[CH:4]=[CH:5][CH:6]=[CH:7][C:2]2=[N:1][C:10](=[O:11])[C:9]([F:14])([F:13])[F:8])=[CH:20][CH:21]=1. The yield is 0.803. (4) The reactants are I[C:2]1[CH:7]=[CH:6][CH:5]=[CH:4][C:3]=1[CH2:8][C:9]([O:11][CH3:12])=[O:10].[CH2:13]([Sn](CCCC)(CCCC)CCCC)[CH:14]=[CH2:15]. The yield is 0.650. The product is [CH2:15]([C:2]1[CH:7]=[CH:6][CH:5]=[CH:4][C:3]=1[CH2:8][C:9]([O:11][CH3:12])=[O:10])[CH:14]=[CH2:13]. The catalyst is C1(C)C=CC=CC=1.C1C=CC([P]([Pd]([P](C2C=CC=CC=2)(C2C=CC=CC=2)C2C=CC=CC=2)([P](C2C=CC=CC=2)(C2C=CC=CC=2)C2C=CC=CC=2)[P](C2C=CC=CC=2)(C2C=CC=CC=2)C2C=CC=CC=2)(C2C=CC=CC=2)C2C=CC=CC=2)=CC=1. (5) The yield is 0.820. The reactants are [C:1]([O:5][C:6]([NH:8][C:9]12[CH2:16][CH2:15][C:12]([C:17]([O:19][CH3:20])=[O:18])([CH2:13][CH2:14]1)[CH2:11][CH2:10]2)=[O:7])([CH3:4])([CH3:3])[CH3:2].[H-].[Na+].[CH2:23](Br)[C:24]1[CH:29]=[CH:28][CH:27]=[CH:26][CH:25]=1. The catalyst is CN(C=O)C.CCCC[N+](CCCC)(CCCC)CCCC.[I-]. The product is [CH2:23]([N:8]([C:6]([O:5][C:1]([CH3:4])([CH3:3])[CH3:2])=[O:7])[C:9]12[CH2:10][CH2:11][C:12]([C:17]([O:19][CH3:20])=[O:18])([CH2:15][CH2:16]1)[CH2:13][CH2:14]2)[C:24]1[CH:29]=[CH:28][CH:27]=[CH:26][CH:25]=1. (6) The reactants are [Br:1][C:2]1[CH:10]=[CH:9][C:5]([C:6](O)=[O:7])=[CH:4][C:3]=1[CH3:11].[CH3:12][S:13]([NH2:16])(=[O:15])=[O:14].CCN=C=NCCCN(C)C.Cl. The catalyst is C(Cl)Cl.CN(C1C=CN=CC=1)C. The product is [Br:1][C:2]1[CH:10]=[CH:9][C:5]([C:6]([NH:16][S:13]([CH3:12])(=[O:15])=[O:14])=[O:7])=[CH:4][C:3]=1[CH3:11]. The yield is 0.700. (7) The reactants are [CH:1](=O)[C:2]1[CH:7]=[CH:6][CH:5]=[CH:4][CH:3]=1.[CH3:9][N:10]1[CH2:14][CH2:13][CH2:12][CH:11]1[C:15]1[CH:20]([Si](C)(C)C)[CH:19]=[CH:18][N:17]([Si](C)(C)C)[CH:16]=1.CCCC[N+](CCCC)(CCCC)CCCC.[F-].C([O-])(O)=O.[Na+]. The catalyst is C1COCC1. The product is [CH2:1]([C:19]1[CH:18]=[N:17][CH:16]=[C:15]([C@@H:11]2[CH2:12][CH2:13][CH2:14][N:10]2[CH3:9])[CH:20]=1)[C:2]1[CH:7]=[CH:6][CH:5]=[CH:4][CH:3]=1. The yield is 0.310. (8) The reactants are N1C=CN=C1CN1C(=O)COC2N=C(C3C=CC(C4(N)CCC4)=CC=3)C(C3C=CC=CC=3)=CC1=2.C(OC(=O)[NH:41][C:42]1([C:46]2[CH:51]=[CH:50][C:49]([C:52]3[C:53]([C:65]4[CH:70]=[CH:69][CH:68]=[CH:67][CH:66]=4)=[CH:54][C:55]4[N:56]([CH3:64])[C:57](=[O:63])[N:58]([CH3:62])[CH2:59][C:60]=4[N:61]=3)=[CH:48][CH:47]=2)[CH2:45][CH2:44][CH2:43]1)(C)(C)C. No catalyst specified. The product is [NH2:41][C:42]1([C:46]2[CH:47]=[CH:48][C:49]([C:52]3[C:53]([C:65]4[CH:66]=[CH:67][CH:68]=[CH:69][CH:70]=4)=[CH:54][C:55]4[N:56]([CH3:64])[C:57](=[O:63])[N:58]([CH3:62])[CH2:59][C:60]=4[N:61]=3)=[CH:50][CH:51]=2)[CH2:43][CH2:44][CH2:45]1. The yield is 0.910. (9) The reactants are C([O:4][C:5]1[C:10]2[CH:11]=[C:12]([CH3:14])[O:13][C:9]=2[CH:8]=[C:7]([C:15]([O:17][CH2:18][CH3:19])=[O:16])[CH:6]=1)(=O)C.C(=O)([O-])[O-].[K+].[K+]. The catalyst is C(O)C.ClCCl. The product is [OH:4][C:5]1[C:10]2[CH:11]=[C:12]([CH3:14])[O:13][C:9]=2[CH:8]=[C:7]([C:15]([O:17][CH2:18][CH3:19])=[O:16])[CH:6]=1. The yield is 0.950. (10) The reactants are [N+:1]([C:4]1[CH:5]=[N:6][NH:7][CH:8]=1)([O-:3])=[O:2].[CH2:9]1[O:11][CH:10]1[CH2:12]O.C1(P(C2C=CC=CC=2)C2C=CC=CC=2)C=CC=CC=1.CC(OC(/N=N/C(OC(C)C)=O)=O)C. The catalyst is C1COCC1.C(OCC)(=O)C.O. The product is [N+:1]([C:4]1[CH:5]=[N:6][N:7]([CH2:12][CH:10]2[CH2:9][O:11]2)[CH:8]=1)([O-:3])=[O:2]. The yield is 0.480.